From a dataset of NCI-60 drug combinations with 297,098 pairs across 59 cell lines. Regression. Given two drug SMILES strings and cell line genomic features, predict the synergy score measuring deviation from expected non-interaction effect. (1) Drug 1: C1=CC(=C2C(=C1NCCNCCO)C(=O)C3=C(C=CC(=C3C2=O)O)O)NCCNCCO. Drug 2: CN(C(=O)NC(C=O)C(C(C(CO)O)O)O)N=O. Cell line: UO-31. Synergy scores: CSS=24.6, Synergy_ZIP=-4.31, Synergy_Bliss=1.39, Synergy_Loewe=-53.8, Synergy_HSA=2.00. (2) Drug 1: C1=NC2=C(N=C(N=C2N1C3C(C(C(O3)CO)O)F)Cl)N. Drug 2: CC1CCC2CC(C(=CC=CC=CC(CC(C(=O)C(C(C(=CC(C(=O)CC(OC(=O)C3CCCCN3C(=O)C(=O)C1(O2)O)C(C)CC4CCC(C(C4)OC)OCCO)C)C)O)OC)C)C)C)OC. Cell line: SK-MEL-28. Synergy scores: CSS=4.22, Synergy_ZIP=-4.49, Synergy_Bliss=-8.04, Synergy_Loewe=-7.39, Synergy_HSA=-7.10. (3) Drug 1: CN1C2=C(C=C(C=C2)N(CCCl)CCCl)N=C1CCCC(=O)O.Cl. Drug 2: N.N.Cl[Pt+2]Cl. Cell line: SF-268. Synergy scores: CSS=38.3, Synergy_ZIP=1.71, Synergy_Bliss=4.04, Synergy_Loewe=-21.5, Synergy_HSA=2.40. (4) Drug 1: CC1CCC2CC(C(=CC=CC=CC(CC(C(=O)C(C(C(=CC(C(=O)CC(OC(=O)C3CCCCN3C(=O)C(=O)C1(O2)O)C(C)CC4CCC(C(C4)OC)OCCO)C)C)O)OC)C)C)C)OC. Drug 2: CN(CCCl)CCCl.Cl. Cell line: DU-145. Synergy scores: CSS=35.5, Synergy_ZIP=-6.87, Synergy_Bliss=-7.18, Synergy_Loewe=-7.04, Synergy_HSA=-5.87. (5) Drug 1: CCCS(=O)(=O)NC1=C(C(=C(C=C1)F)C(=O)C2=CNC3=C2C=C(C=N3)C4=CC=C(C=C4)Cl)F. Drug 2: CC1=C(C=C(C=C1)NC2=NC=CC(=N2)N(C)C3=CC4=NN(C(=C4C=C3)C)C)S(=O)(=O)N.Cl. Cell line: PC-3. Synergy scores: CSS=5.26, Synergy_ZIP=2.65, Synergy_Bliss=6.48, Synergy_Loewe=4.96, Synergy_HSA=5.08. (6) Drug 1: CS(=O)(=O)C1=CC(=C(C=C1)C(=O)NC2=CC(=C(C=C2)Cl)C3=CC=CC=N3)Cl. Drug 2: C(CC(=O)O)C(=O)CN.Cl. Cell line: UO-31. Synergy scores: CSS=44.5, Synergy_ZIP=0.386, Synergy_Bliss=1.26, Synergy_Loewe=-4.36, Synergy_HSA=1.26.